From a dataset of Catalyst prediction with 721,799 reactions and 888 catalyst types from USPTO. Predict which catalyst facilitates the given reaction. Reactant: [NH2:1][C:2]1[N:7]=[C:6]([N:8]2[CH2:13][CH2:12][N:11]([C:14]([O:16][C:17]([CH3:20])([CH3:19])[CH3:18])=[O:15])[CH2:10][CH2:9]2)[CH:5]=[CH:4]C=1.C1C(=O)N([Cl:28])C(=O)C1.CCOC(C)=O.[C:35]([Cl:39])(Cl)(Cl)Cl. Product: [NH2:1][C:2]1[N:7]=[C:6]([N:8]2[CH2:13][CH2:12][N:11]([C:14]([O:16][C:17]([CH3:20])([CH3:19])[CH3:18])=[O:15])[CH2:10][CH2:9]2)[C:5]([Cl:28])=[CH:4][C:35]=1[Cl:39]. The catalyst class is: 2.